From a dataset of Full USPTO retrosynthesis dataset with 1.9M reactions from patents (1976-2016). Predict the reactants needed to synthesize the given product. (1) Given the product [Br:1][C:2]1[CH:7]=[CH:6][N:5]=[C:4]2[N:8]([S:11]([C:14]3[CH:20]=[CH:19][C:17]([CH3:18])=[CH:16][CH:15]=3)(=[O:13])=[O:12])[C:9]([I:29])=[CH:10][C:3]=12, predict the reactants needed to synthesize it. The reactants are: [Br:1][C:2]1[CH:7]=[CH:6][N:5]=[C:4]2[N:8]([S:11]([C:14]3[CH:20]=[CH:19][C:17]([CH3:18])=[CH:16][CH:15]=3)(=[O:13])=[O:12])[CH:9]=[CH:10][C:3]=12.C([N-]C(C)C)(C)C.[Li+].[I:29]I.S([O-])([O-])(=O)=S.[Na+].[Na+]. (2) Given the product [F:30][C:29]([F:32])([F:31])[C:26]1[O:25][C:24]([CH2:23][N:1]2[C:9]3[C:4](=[CH:5][CH:6]=[CH:7][CH:8]=3)[C@:3]3([C:13]4=[CH:14][C:15]5[O:20][CH2:19][O:18][C:16]=5[CH:17]=[C:12]4[O:11][CH2:10]3)[CH2:2]2)=[CH:28][CH:27]=1, predict the reactants needed to synthesize it. The reactants are: [NH:1]1[C:9]2[C:4](=[CH:5][CH:6]=[CH:7][CH:8]=2)[C@@:3]2([C:13]3[CH:14]=[C:15]4[O:20][CH2:19][O:18][C:16]4=[CH:17][C:12]=3[O:11][CH2:10]2)[C:2]1=O.Br[CH2:23][C:24]1[O:25][C:26]([C:29]([F:32])([F:31])[F:30])=[CH:27][CH:28]=1.C(=O)([O-])[O-].[Cs+].[Cs+]. (3) Given the product [CH2:1]([C:3]1[CH:23]=[CH:22][C:6]([O:7][C:8]2[CH:13]=[CH:12][C:11]([NH:14][C:15](=[O:20])[CH2:16][CH2:17][CH2:18][OH:19])=[CH:10][C:9]=2[F:21])=[C:5]([O:24][CH3:25])[CH:4]=1)[CH3:2], predict the reactants needed to synthesize it. The reactants are: [CH2:1]([C:3]1[CH:23]=[CH:22][C:6]([O:7][C:8]2[CH:13]=[CH:12][C:11]([N:14]3[C:18](=[O:19])[CH2:17][CH2:16][C:15]3=[O:20])=[CH:10][C:9]=2[F:21])=[C:5]([O:24][CH3:25])[CH:4]=1)[CH3:2].CO.[BH4-].[Na+].